Predict the reactants needed to synthesize the given product. From a dataset of Full USPTO retrosynthesis dataset with 1.9M reactions from patents (1976-2016). Given the product [Cl:1][C:2]1[N:7]=[CH:6][N:5]=[C:4]([C:8]([N:17]2[C:18]3[C:14](=[CH:13][C:12]([F:11])=[CH:20][CH:19]=3)[CH2:15][CH2:16]2)=[O:9])[CH:3]=1, predict the reactants needed to synthesize it. The reactants are: [Cl:1][C:2]1[N:7]=[CH:6][N:5]=[C:4]([C:8](Cl)=[O:9])[CH:3]=1.[F:11][C:12]1[CH:13]=[C:14]2[C:18](=[CH:19][CH:20]=1)[NH:17][CH2:16][CH2:15]2.[OH-].[Na+].C(=O)([O-])O.[Na+].